From a dataset of Reaction yield outcomes from USPTO patents with 853,638 reactions. Predict the reaction yield, written as a fraction of the theoretical maximum amount of product (1.0 means a 100% yield; for example, 0.34 means a 34% yield). (1) The reactants are C(OC([N:11]1[CH2:32][CH2:31][C:14]2([CH:16]([C:17]([N:19]3[CH2:24][CH2:23][N:22]([CH:25]4[CH2:30][CH2:29][CH2:28][CH2:27][CH2:26]4)[CH2:21][CH2:20]3)=[O:18])[CH2:15]2)[CH2:13][CH2:12]1)=O)C1C=CC=CC=1.[H][H]. The catalyst is CO.[Pd]. The product is [CH:16]1([C:17]([N:19]2[CH2:24][CH2:23][N:22]([CH:25]3[CH2:26][CH2:27][CH2:28][CH2:29][CH2:30]3)[CH2:21][CH2:20]2)=[O:18])[C:14]2([CH2:31][CH2:32][NH:11][CH2:12][CH2:13]2)[CH2:15]1. The yield is 0.950. (2) The reactants are ClC(Cl)(O[C:5](=[O:11])OC(Cl)(Cl)Cl)Cl.[C:13]([O:17][C:18]([N:20]1[CH2:23][CH:22]([CH2:24][NH:25][C:26]2[N:31]=[C:30]([C:32]3[CH:37]=[CH:36][C:35]([NH2:38])=[CH:34][CH:33]=3)[N:29]=[C:28]([N:39]3[CH2:44][CH2:43][O:42][CH2:41][CH2:40]3)[N:27]=2)[CH2:21]1)=[O:19])([CH3:16])([CH3:15])[CH3:14].[NH2:45][C:46]1[CH:51]=[CH:50][N:49]=[CH:48][CH:47]=1.CCN(CC)CC. The catalyst is C(Cl)Cl. The product is [C:13]([O:17][C:18]([N:20]1[CH2:23][CH:22]([CH2:24][NH:25][C:26]2[N:27]=[C:28]([N:39]3[CH2:44][CH2:43][O:42][CH2:41][CH2:40]3)[N:29]=[C:30]([C:32]3[CH:37]=[CH:36][C:35]([NH:38][C:5]([NH:45][C:46]4[CH:51]=[CH:50][N:49]=[CH:48][CH:47]=4)=[O:11])=[CH:34][CH:33]=3)[N:31]=2)[CH2:21]1)=[O:19])([CH3:16])([CH3:14])[CH3:15]. The yield is 0.160. (3) The reactants are C1(C)C=CC(S(O)(=O)=O)=CC=1.[CH3:12][C:13]1[C:21]([C:22]2[S:23]C(C3NC=NN=3)=C(C3C=CC=CC=3)[N:26]=2)=[C:16]2[CH:17]=[CH:18][CH:19]=[CH:20][N:15]2[N:14]=1.Cl[CH:39]([C:45]([O:47]CC)=O)[C:40]([O:42][CH2:43][CH3:44])=[O:41]. The catalyst is CC(O)C. The product is [OH:47][C:45]1[N:26]=[C:22]([C:21]2[C:13]([CH3:12])=[N:14][N:15]3[CH:20]=[CH:19][CH:18]=[CH:17][C:16]=23)[S:23][C:39]=1[C:40]([O:42][CH2:43][CH3:44])=[O:41]. The yield is 0.640. (4) The reactants are [C:1]1([CH2:7][O:8][C@@H:9]2[C@@H:13]([CH2:14][O:15][CH2:16][C:17]3[CH:22]=[CH:21][CH:20]=[CH:19][CH:18]=3)[C:12](=[O:23])[CH:11]=[CH:10]2)[CH:6]=[CH:5][CH:4]=[CH:3][CH:2]=1.C([BH-](C(CC)C)C(CC)C)(CC)C.[Li+].C1C=CC(N([S:45]([C:48]([F:51])([F:50])[F:49])(=[O:47])=[O:46])[S:45]([C:48]([F:51])([F:50])[F:49])(=[O:47])=[O:46])=CC=1.[NH4+].[Cl-]. The catalyst is C1COCC1. The product is [C:1]1([CH2:7][O:8][C@@H:9]2[C@@H:13]([CH2:14][O:15][CH2:16][C:17]3[CH:18]=[CH:19][CH:20]=[CH:21][CH:22]=3)[C:12]([O:23][S:45]([C:48]([F:51])([F:50])[F:49])(=[O:47])=[O:46])=[CH:11][CH2:10]2)[CH:2]=[CH:3][CH:4]=[CH:5][CH:6]=1. The yield is 1.00.